This data is from Reaction yield outcomes from USPTO patents with 853,638 reactions. The task is: Predict the reaction yield, written as a fraction of the theoretical maximum amount of product (1.0 means a 100% yield; for example, 0.34 means a 34% yield). (1) The reactants are [CH:1]([C:4]1[CH:9]=[CH:8][C:7]([CH:10]2[C:14]3([CH2:19][CH2:18][N:17]([CH3:20])[CH2:16][CH2:15]3)[O:13][C:12]3[C:21]([CH3:28])=[C:22]([CH3:27])[C:23]([NH2:26])=[C:24]([CH3:25])[C:11]2=3)=[CH:6][CH:5]=1)([CH3:3])[CH3:2].[F:29][C:30]1[CH:38]=[CH:37][C:33]([C:34](Cl)=[O:35])=[CH:32][CH:31]=1.CO.C(OC(C)C)(C)C. No catalyst specified. The product is [F:29][C:30]1[CH:38]=[CH:37][C:33]([C:34]([NH:26][C:23]2[C:22]([CH3:27])=[C:21]([CH3:28])[C:12]3[O:13][C:14]4([CH2:19][CH2:18][N:17]([CH3:20])[CH2:16][CH2:15]4)[CH:10]([C:7]4[CH:6]=[CH:5][C:4]([CH:1]([CH3:3])[CH3:2])=[CH:9][CH:8]=4)[C:11]=3[C:24]=2[CH3:25])=[O:35])=[CH:32][CH:31]=1. The yield is 0.380. (2) The reactants are [N+:1]([C:4]1[CH:5]=[C:6]([CH:26]=[CH:27][CH:28]=1)[CH2:7][S:8]([NH:11][C:12]1[CH:13]=[C:14]([NH:18][C:19](=[O:25])[O:20][C:21]([CH3:24])([CH3:23])[CH3:22])[CH:15]=[CH:16][CH:17]=1)(=[O:10])=[O:9])([O-])=O. The catalyst is O.CO.C(O)(=O)C.[Fe]. The product is [NH2:1][C:4]1[CH:5]=[C:6]([CH:26]=[CH:27][CH:28]=1)[CH2:7][S:8]([NH:11][C:12]1[CH:13]=[C:14]([NH:18][C:19](=[O:25])[O:20][C:21]([CH3:24])([CH3:23])[CH3:22])[CH:15]=[CH:16][CH:17]=1)(=[O:10])=[O:9]. The yield is 0.900.